Dataset: Full USPTO retrosynthesis dataset with 1.9M reactions from patents (1976-2016). Task: Predict the reactants needed to synthesize the given product. (1) Given the product [F:7][C:8]1[CH:9]=[CH:10][C:11]([OH:34])=[C:12](/[CH:13]=[CH:35]/[CH:37]([CH2:38][C:39]2[CH:40]=[CH:41][C:42]([C:43]([O:45][CH3:46])=[O:44])=[CH:47][CH:48]=2)[CH2:49][CH2:50][C:51]2[CH:60]=[CH:59][C:54]([C:55]([O:57][CH3:58])=[O:56])=[CH:53][CH:52]=2)[CH:33]=1, predict the reactants needed to synthesize it. The reactants are: C([Li])CCC.[Br-].[F:7][C:8]1[CH:9]=[CH:10][C:11]([OH:34])=[C:12]([CH:33]=1)[CH2:13][P+](C1C=CC=CC=1)(C1C=CC=CC=1)C1C=CC=CC=1.[CH:35]([CH:37]([CH2:49][CH2:50][C:51]1[CH:60]=[CH:59][C:54]([C:55]([O:57][CH3:58])=[O:56])=[CH:53][CH:52]=1)[CH2:38][C:39]1[CH:48]=[CH:47][C:42]([C:43]([O:45][CH3:46])=[O:44])=[CH:41][CH:40]=1)=O.[Cl-].[NH4+]. (2) Given the product [Cl:25][CH2:21][C:6]1[CH:7]=[C:8]([CH:9]=[C:4]([O:3][CH2:1][CH3:2])[CH:5]=1)[O:10][C:11]1[CH:16]=[CH:15][C:14]([C:17]([F:20])([F:19])[F:18])=[CH:13][N:12]=1, predict the reactants needed to synthesize it. The reactants are: [CH2:1]([O:3][C:4]1[CH:5]=[C:6]([CH2:21]O)[CH:7]=[C:8]([O:10][C:11]2[CH:16]=[CH:15][C:14]([C:17]([F:20])([F:19])[F:18])=[CH:13][N:12]=2)[CH:9]=1)[CH3:2].S(Cl)([Cl:25])=O.